Dataset: Catalyst prediction with 721,799 reactions and 888 catalyst types from USPTO. Task: Predict which catalyst facilitates the given reaction. (1) Reactant: [CH2:1]([NH:8][CH2:9][C:10]1[C:11](=[O:21])[NH:12][C:13]2[C:18]([CH:19]=1)=[CH:17][C:16]([CH3:20])=[CH:15][CH:14]=2)[C:2]1[CH:7]=[CH:6][CH:5]=[CH:4][CH:3]=1.Cl[C:23]1[CH:30]=[CH:29][C:26]([C:27]#[N:28])=[CH:25][N:24]=1.C(N(CC)CC)C. Product: [CH2:1]([N:8]([CH2:9][C:10]1[C:11](=[O:21])[NH:12][C:13]2[C:18]([CH:19]=1)=[CH:17][C:16]([CH3:20])=[CH:15][CH:14]=2)[C:23]1[CH:30]=[CH:29][C:26]([C:27]#[N:28])=[CH:25][N:24]=1)[C:2]1[CH:3]=[CH:4][CH:5]=[CH:6][CH:7]=1. The catalyst class is: 16. (2) Reactant: [N:1]12[CH2:8][CH2:7][CH:4]([CH2:5][CH2:6]1)[C@@H:3]([O:9][C:10](=[O:25])[C:11]([OH:24])([C:18]1[CH:23]=[CH:22][CH:21]=[CH:20][CH:19]=1)[C:12]1[CH:17]=[CH:16][CH:15]=[CH:14][CH:13]=1)[CH2:2]2.[C:26]([O:30][C:31](=[O:36])[NH:32][CH2:33][CH2:34][Br:35])([CH3:29])([CH3:28])[CH3:27]. Product: [Br-:35].[C:26]([O:30][C:31]([NH:32][CH2:33][CH2:34][N+:1]12[CH2:6][CH2:5][CH:4]([CH2:7][CH2:8]1)[C@@H:3]([O:9][C:10](=[O:25])[C:11]([OH:24])([C:12]1[CH:17]=[CH:16][CH:15]=[CH:14][CH:13]=1)[C:18]1[CH:23]=[CH:22][CH:21]=[CH:20][CH:19]=1)[CH2:2]2)=[O:36])([CH3:29])([CH3:28])[CH3:27]. The catalyst class is: 3. (3) Reactant: CO[C:3]([CH:5]1[C:14]2[C:9](=[CH:10][CH:11]=[CH:12][CH:13]=2)[CH2:8][CH2:7][CH2:6]1)=O.C[Al](C)C.[NH2:19][CH2:20][CH:21]([NH2:23])[CH3:22]. Product: [CH3:22][CH:21]1[CH2:20][NH:19][C:3]([CH:5]2[C:14]3[C:9](=[CH:10][CH:11]=[CH:12][CH:13]=3)[CH2:8][CH2:7][CH2:6]2)=[N:23]1. The catalyst class is: 11. (4) Reactant: [F:1][C:2]1[CH:7]=[CH:6][C:5]([C:8]2[O:31][C:11]3=[N:12][C:13]([NH:25][CH2:26][C:27]([F:30])([F:29])[F:28])=[C:14]([C:16]4[CH:17]=[C:18]([CH:22]=[CH:23][CH:24]=4)[C:19](O)=[O:20])[CH:15]=[C:10]3[C:9]=2[C:32](=[O:35])[NH:33][CH3:34])=[CH:4][CH:3]=1.C(N(C(C)C)C(C)C)C.Cl.[CH3:46][C:47]1[O:51][N:50]=[C:49]([C:52]2([NH2:55])[CH2:54][CH2:53]2)[N:48]=1.CN(C(ON1N=NC2C=CC=NC1=2)=[N+](C)C)C.F[P-](F)(F)(F)(F)F. Product: [F:1][C:2]1[CH:3]=[CH:4][C:5]([C:8]2[O:31][C:11]3=[N:12][C:13]([NH:25][CH2:26][C:27]([F:28])([F:29])[F:30])=[C:14]([C:16]4[CH:24]=[CH:23][CH:22]=[C:18]([C:19](=[O:20])[NH:55][C:52]5([C:49]6[N:48]=[C:47]([CH3:46])[O:51][N:50]=6)[CH2:54][CH2:53]5)[CH:17]=4)[CH:15]=[C:10]3[C:9]=2[C:32]([NH:33][CH3:34])=[O:35])=[CH:6][CH:7]=1. The catalyst class is: 3. (5) Reactant: [Cl:1][C:2]1[CH:7]=[C:6]([NH:8][C:9]2[N:14]=[C:13](Cl)[N:12]=[C:11]([NH:16][CH:17]3[CH2:23][CH2:22][CH2:21][CH2:20][CH2:19][CH2:18]3)[N:10]=2)[CH:5]=[CH:4][C:3]=1[OH:24].[CH3:25][N:26]1[CH2:31][CH2:30][CH:29]([NH:32][CH3:33])[CH2:28][CH2:27]1.[OH-].[Na+].O. Product: [Cl:1][C:2]1[CH:7]=[C:6]([NH:8][C:9]2[N:10]=[C:11]([NH:16][CH:17]3[CH2:23][CH2:22][CH2:21][CH2:20][CH2:19][CH2:18]3)[N:12]=[C:13]([N:32]([CH3:33])[CH:29]3[CH2:30][CH2:31][N:26]([CH3:25])[CH2:27][CH2:28]3)[N:14]=2)[CH:5]=[CH:4][C:3]=1[OH:24]. The catalyst class is: 1. (6) Reactant: [CH:1]([C:4]1[NH:5][C:6]2[C:11]([C:12]=1[C:13]([OH:15])=O)=[CH:10][CH:9]=[C:8]([O:16][CH3:17])[CH:7]=2)([CH3:3])[CH3:2].CCN(C(C)C)C(C)C.[F:27][C:28]1[CH:29]=[C:30]([CH:33]=[CH:34][C:35]=1[F:36])[CH2:31][NH2:32].F[P-](F)(F)(F)(F)F.N1(O[P+](N(C)C)(N(C)C)N(C)C)C2C=CC=CC=2N=N1. Product: [F:27][C:28]1[CH:29]=[C:30]([CH:33]=[CH:34][C:35]=1[F:36])[CH2:31][NH:32][C:13]([C:12]1[C:11]2[C:6](=[CH:7][C:8]([O:16][CH3:17])=[CH:9][CH:10]=2)[NH:5][C:4]=1[CH:1]([CH3:2])[CH3:3])=[O:15]. The catalyst class is: 91.